Dataset: Full USPTO retrosynthesis dataset with 1.9M reactions from patents (1976-2016). Task: Predict the reactants needed to synthesize the given product. (1) The reactants are: [Br:1][C:2]1[CH:3]=[CH:4][C:5]2[S:9](=[O:11])(=[O:10])[N:8]([CH2:12][CH:13]([OH:18])C(OC)=O)[CH:7]([CH3:19])[C:6]=2[CH:20]=1.CS(Cl)(=O)=O.O. Given the product [Br:1][C:2]1[CH:3]=[CH:4][C:5]2[S:9](=[O:11])(=[O:10])[N:8]([CH2:12][CH2:13][OH:18])[CH:7]([CH3:19])[C:6]=2[CH:20]=1, predict the reactants needed to synthesize it. (2) Given the product [CH2:1]([N:3]1[C:7]2=[N:8][C:9]([CH2:35][CH3:36])=[C:10]([CH2:19][NH:20][C:21](=[O:34])[C:22]3[CH:23]=[CH:24][C:25]([CH2:28][CH2:29][CH2:30][CH2:31][CH2:32][OH:33])=[CH:26][CH:27]=3)[C:11]([NH:12][CH:13]3[CH2:18][CH2:17][O:16][CH2:15][CH2:14]3)=[C:6]2[CH:5]=[N:4]1)[CH3:2], predict the reactants needed to synthesize it. The reactants are: [CH2:1]([N:3]1[C:7]2=[N:8][C:9]([CH2:35][CH3:36])=[C:10]([CH2:19][NH:20][C:21](=[O:34])[C:22]3[CH:27]=[CH:26][C:25]([C:28]#[C:29][CH2:30][CH2:31][CH2:32][OH:33])=[CH:24][CH:23]=3)[C:11]([NH:12][CH:13]3[CH2:18][CH2:17][O:16][CH2:15][CH2:14]3)=[C:6]2[CH:5]=[N:4]1)[CH3:2]. (3) The reactants are: [C:1]([O:5][C:6](=[O:23])[CH2:7][CH2:8][CH2:9][CH2:10][O:11]/[N:12]=[N+:13](/[N:15]1[CH2:22][CH2:21][CH2:20][C@H:16]1[C:17]([OH:19])=[O:18])\[O-:14])([CH3:4])([CH3:3])[CH3:2].[CH2:24]1N(P(Cl)(N2C(=O)OCC2)=O)C(=O)O[CH2:25]1.C(N(CC)CC)C.C(O)C. Given the product [C:1]([O:5][C:6](=[O:23])[CH2:7][CH2:8][CH2:9][CH2:10][O:11]/[N:12]=[N+:13](/[N:15]1[CH2:22][CH2:21][CH2:20][C@H:16]1[C:17]([O:19][CH2:24][CH3:25])=[O:18])\[O-:14])([CH3:4])([CH3:2])[CH3:3], predict the reactants needed to synthesize it. (4) Given the product [CH:44]1([C:28]2[C:29]3[CH:30]=[CH:31][C:32]4[C:35](=[O:36])[NH:7][S:4](=[O:6])(=[O:5])[CH2:1][CH:2]=[CH:3][CH2:20][CH2:19][NH:23][C:24](=[O:76])[CH2:25][N:26]([C:34]=3[CH:33]=4)[C:27]=2[C:50]2[CH:55]=[CH:54][C:53]([O:56][CH2:57][C:58]3[CH:63]=[C:62]([N:64]4[CH2:68][CH2:67][CH2:66][C:65]4=[O:69])[CH:61]=[CH:60][C:59]=3[N:70]3[CH2:71][CH2:72][O:73][CH2:74][CH2:75]3)=[CH:52][CH:51]=2)[CH2:49][CH2:48][CH2:47][CH2:46][CH2:45]1, predict the reactants needed to synthesize it. The reactants are: [CH2:1]([S:4]([NH2:7])(=[O:6])=[O:5])[CH:2]=[CH2:3].C(N=C=NCCCN(C)C)C.[CH2:19]([NH:23][C:24](=[O:76])[CH2:25][N:26]1[C:34]2[C:29](=[CH:30][CH:31]=[C:32]([C:35](NS(CC=C)(=O)=O)=[O:36])[CH:33]=2)[C:28]([CH:44]2[CH2:49][CH2:48][CH2:47][CH2:46][CH2:45]2)=[C:27]1[C:50]1[CH:55]=[CH:54][C:53]([O:56][CH2:57][C:58]2[CH:63]=[C:62]([N:64]3[CH2:68][CH2:67][CH2:66][C:65]3=[O:69])[CH:61]=[CH:60][C:59]=2[N:70]2[CH2:75][CH2:74][O:73][CH2:72][CH2:71]2)=[CH:52][CH:51]=1)[CH2:20]C=C. (5) Given the product [C:20]([O:24][C:25](=[O:46])[NH:26][CH:27]([C:28]1[CH:33]=[CH:32][C:31]([C:34]#[N:35])=[CH:30][C:29]=1[Br:36])[C:11]1[C:12](=[O:15])[CH2:13][CH2:14][C:10]=1[NH:9][C:7]1[CH:6]=[CH:5][N:4]=[C:3]([C:2]([F:1])([F:16])[F:17])[CH:8]=1)([CH3:23])([CH3:21])[CH3:22], predict the reactants needed to synthesize it. The reactants are: [F:1][C:2]([F:17])([F:16])[C:3]1[CH:8]=[C:7]([NH:9][C:10]2[CH2:14][CH2:13][C:12](=[O:15])[CH:11]=2)[CH:6]=[CH:5][N:4]=1.[H-].[Na+].[C:20]([O:24][C:25](=[O:46])[NH:26][CH:27](S(C1C=CC=CC=1)(=O)=O)[C:28]1[CH:33]=[CH:32][C:31]([C:34]#[N:35])=[CH:30][C:29]=1[Br:36])([CH3:23])([CH3:22])[CH3:21].C(OCC)(=O)C.